From a dataset of Forward reaction prediction with 1.9M reactions from USPTO patents (1976-2016). Predict the product of the given reaction. (1) Given the reactants [CH3:1][C:2]1[CH:7]=[CH:6][C:5]([S:8]([OH:11])(=[O:10])=[O:9])=[CH:4][CH:3]=1.[CH3:12][C:13]1[N:18]([C:19]2[CH:24]=[CH:23][CH:22]=[C:21]([C:25]([F:28])([F:27])[F:26])[CH:20]=2)[C:17](=[O:29])[C:16]([C:30]([NH:32][CH2:33][C:34]2[CH:39]=[CH:38][C:37]([S:40]([CH3:43])(=[O:42])=[O:41])=[CH:36][N:35]=2)=[O:31])=[CH:15][C:14]=1[C:44]1[N:48]([CH3:49])[N:47]=[CH:46][CH:45]=1.S(C1C=CC(C)=CC=1)([O-])(=O)=O.[C:61]1([CH3:72])[C:62]([S:68]([OH:71])(=[O:70])=[O:69])=[CH:63][C:64]([CH3:67])=[CH:65][CH:66]=1, predict the reaction product. The product is: [CH3:1][C:2]1[CH:3]=[CH:4][C:5]([S:8]([OH:11])(=[O:10])=[O:9])=[CH:6][CH:7]=1.[CH3:12][C:13]1[N:18]([C:19]2[CH:24]=[CH:23][CH:22]=[C:21]([C:25]([F:27])([F:26])[F:28])[CH:20]=2)[C:17](=[O:29])[C:16]([C:30]([NH:32][CH2:33][C:34]2[CH:39]=[CH:38][C:37]([S:40]([CH3:43])(=[O:42])=[O:41])=[CH:36][N:35]=2)=[O:31])=[CH:15][C:14]=1[C:44]1[N:48]([CH3:49])[N:47]=[CH:46][CH:45]=1.[C:61]1([CH3:72])[C:62]([S:68]([O-:71])(=[O:70])=[O:69])=[CH:63][C:64]([CH3:67])=[CH:65][CH:66]=1. (2) The product is: [C:1]([C:5]1[CH:10]=[C:9]([Cl:11])[C:8]([O:12][CH3:13])=[C:7]([NH2:14])[CH:6]=1)([CH3:4])([CH3:2])[CH3:3]. Given the reactants [C:1]([C:5]1[CH:6]=[C:7]([N+:14]([O-])=O)[C:8]([O:12][CH3:13])=[C:9]([Cl:11])[CH:10]=1)([CH3:4])([CH3:3])[CH3:2].O.O.Cl[Sn]Cl.O, predict the reaction product. (3) Given the reactants [NH2:1][C:2]1[CH:10]=[C:9]([Cl:11])[CH:8]=[CH:7][C:3]=1[C:4]([OH:6])=[O:5].C(=O)(O)[O-].[Na+].[O-]S([O-])(=O)=O.[Na+].[Na+].[C:24](Cl)(=O)[CH2:25][CH:26]([CH3:28])[CH3:27].C(=O)=O, predict the reaction product. The product is: [Cl:11][C:9]1[CH:8]=[CH:7][C:3]2[C:4](=[O:6])[O:5][C:24]([CH2:25][CH:26]([CH3:28])[CH3:27])=[N:1][C:2]=2[CH:10]=1. (4) The product is: [CH:6]([C:5]1[CH:8]=[CH:9][C:2]([C:16]#[N:17])=[CH:3][C:4]=1[O:10][C:11]([F:14])([F:13])[F:12])=[O:7]. Given the reactants Br[C:2]1[CH:9]=[CH:8][C:5]([CH:6]=[O:7])=[C:4]([O:10][C:11]([F:14])([F:13])[F:12])[CH:3]=1.O.[CH3:16][N:17](C=O)C, predict the reaction product. (5) Given the reactants C(OC(=O)[NH:7][C:8]([C:11]1[N:15]=[C:14]([CH3:16])[O:13][N:12]=1)([CH3:10])[CH3:9])(C)(C)C.O, predict the reaction product. The product is: [CH3:9][C:8]([CH3:10])([C:11]1[N:15]=[C:14]([CH3:16])[O:13][N:12]=1)[NH2:7].